The task is: Predict the reactants needed to synthesize the given product.. This data is from Full USPTO retrosynthesis dataset with 1.9M reactions from patents (1976-2016). Given the product [CH2:1]1[CH:12]2[CH:4]([N:5]([CH2:16][C:17]#[N:18])[C:6]3[CH:7]=[CH:8][CH:9]=[CH:10][C:11]=32)[CH2:3][CH2:2]1, predict the reactants needed to synthesize it. The reactants are: [CH2:1]1[CH:12]2[CH:4]([NH:5][C:6]3[CH:7]=[CH:8][CH:9]=[CH:10][C:11]=32)[CH2:3][CH2:2]1.[H-].[Na+].Cl[CH2:16][C:17]#[N:18].